This data is from Reaction yield outcomes from USPTO patents with 853,638 reactions. The task is: Predict the reaction yield, written as a fraction of the theoretical maximum amount of product (1.0 means a 100% yield; for example, 0.34 means a 34% yield). (1) The reactants are [C:1]([C:3]1[C:11]2[C:6](=[CH:7][C:8]([C:12]([O:14]C)=[O:13])=[CH:9][CH:10]=2)[N:5]([CH2:16][CH3:17])[CH:4]=1)#[N:2].N1C2C(=CC=C(C(OC)=O)C=2)C=C1.[OH-].[Na+]. The catalyst is C1COCC1. The product is [C:1]([C:3]1[C:11]2[C:6](=[CH:7][C:8]([C:12]([OH:14])=[O:13])=[CH:9][CH:10]=2)[N:5]([CH2:16][CH3:17])[CH:4]=1)#[N:2]. The yield is 0.950. (2) The yield is 0.458. The catalyst is C(Cl)Cl. The product is [Cl:1][C:2]1[C:10]([C:11]2[CH:12]=[CH:13][C:14]([NH:17][C:21]([C:20]3[CH:24]=[CH:25][CH:26]=[CH:27][C:19]=3[F:18])=[O:22])=[N:15][CH:16]=2)=[CH:9][C:8]2[CH2:7][CH2:6][O:5][C:4]=2[CH:3]=1. The reactants are [Cl:1][C:2]1[C:10]([C:11]2[CH:12]=[CH:13][C:14]([NH2:17])=[N:15][CH:16]=2)=[CH:9][C:8]2[CH2:7][CH2:6][O:5][C:4]=2[CH:3]=1.[F:18][C:19]1[CH:27]=[CH:26][CH:25]=[CH:24][C:20]=1[C:21](Cl)=[O:22].CCN(C(C)C)C(C)C.C([O-])(O)=O.[Na+].C(Cl)Cl. (3) The reactants are [Cl:1][C:2]1[CH:7]=[CH:6][CH:5]=[C:4]([Cl:8])[C:3]=1[S:9][CH2:10][C:11]1[C:15]([CH2:16][OH:17])=[C:14]([CH:18]([CH3:20])[CH3:19])[O:13][N:12]=1.O[C:22]1[CH:27]=[CH:26][C:25]([C:28]2[CH:29]=[C:30]3[C:35](=[CH:36][CH:37]=2)[N:34]=[C:33]([C:38]([O:40][CH2:41][CH3:42])=[O:39])[CH:32]=[CH:31]3)=[CH:24][CH:23]=1.C1(P(C2C=CC=CC=2)C2C=CC=CC=2)C=CC=CC=1. The catalyst is ClCCl. The product is [Cl:8][C:4]1[CH:5]=[CH:6][CH:7]=[C:2]([Cl:1])[C:3]=1[S:9][CH2:10][C:11]1[C:15]([CH2:16][O:17][C:22]2[CH:23]=[CH:24][C:25]([C:28]3[CH:29]=[C:30]4[C:35](=[CH:36][CH:37]=3)[N:34]=[C:33]([C:38]([O:40][CH2:41][CH3:42])=[O:39])[CH:32]=[CH:31]4)=[CH:26][CH:27]=2)=[C:14]([CH:18]([CH3:20])[CH3:19])[O:13][N:12]=1. The yield is 0.650. (4) The reactants are [Cl:1][C:2]1[O:6][C:5]([C:7]([O:9]C)=[O:8])=[CH:4][C:3]=1[C:11]1[N:15]([CH3:16])[N:14]=[CH:13][CH:12]=1.[OH-].[Na+]. The catalyst is O1CCCC1. The product is [Cl:1][C:2]1[O:6][C:5]([C:7]([OH:9])=[O:8])=[CH:4][C:3]=1[C:11]1[N:15]([CH3:16])[N:14]=[CH:13][CH:12]=1. The yield is 0.470. (5) The reactants are [Br:1][C:2]1[CH:3]=[C:4]([NH2:10])[C:5]([NH2:9])=[CH:6][C:7]=1[F:8].[S:11](Cl)(Cl)=O. The catalyst is C(Cl)(Cl)Cl.C(OCC)(=O)C. The product is [Br:1][C:2]1[C:7]([F:8])=[CH:6][C:5]2=[N:9][S:11][N:10]=[C:4]2[CH:3]=1. The yield is 0.760. (6) The reactants are [F:1][C:2]1[CH:3]=[C:4]([C:29]2[C:30]([C:35]#[N:36])=[CH:31][CH:32]=[CH:33][CH:34]=2)[CH:5]=[CH:6][C:7]=1[CH2:8][C:9]1[C:10](=[O:28])[N:11]([C@H:21]2[CH2:26][CH2:25][C@H:24]([OH:27])[CH2:23][CH2:22]2)[C:12]2[N:13]([N:18]=[CH:19][N:20]=2)[C:14]=1[CH2:15][CH2:16][CH3:17].[N+](=[C:39]([CH2:45][CH:46]=[CH2:47])[C:40]([O:42][CH2:43][CH3:44])=[O:41])=[N-]. The catalyst is C1(C)C=CC=CC=1.C([O-])(=O)C.[Rh+2].C([O-])(=O)C. The product is [C:35]([C:30]1[CH:31]=[CH:32][CH:33]=[CH:34][C:29]=1[C:4]1[CH:5]=[CH:6][C:7]([CH2:8][C:9]2[C:10](=[O:28])[N:11]([C@H:21]3[CH2:26][CH2:25][C@H:24]([O:27][CH:39]([CH2:45][CH:46]=[CH2:47])[C:40]([O:42][CH2:43][CH3:44])=[O:41])[CH2:23][CH2:22]3)[C:12]3[N:13]([N:18]=[CH:19][N:20]=3)[C:14]=2[CH2:15][CH2:16][CH3:17])=[C:2]([F:1])[CH:3]=1)#[N:36]. The yield is 0.320. (7) The reactants are Br[C:2]1[C:3](=[O:15])[C:4]([CH3:14])([CH3:13])[O:5][C:6]=1[C:7]1[CH:12]=[CH:11][N:10]=[CH:9][CH:8]=1.CC1(C)C(C)(C)OB([C:24]2[CH:41]=[CH:40][C:27]([O:28][CH2:29][C:30]3[CH:39]=[CH:38][C:37]4[C:32](=[CH:33][CH:34]=[CH:35][CH:36]=4)[N:31]=3)=[CH:26][CH:25]=2)O1.C([O-])([O-])=O.[Cs+].[Cs+]. The catalyst is C1C=CC(P(C2C=CC=CC=2)[C-]2C=CC=C2)=CC=1.C1C=CC(P(C2C=CC=CC=2)[C-]2C=CC=C2)=CC=1.Cl[Pd]Cl.[Fe+2].C1(C)C=CC=CC=1.O. The product is [CH3:13][C:4]1([CH3:14])[C:3](=[O:15])[C:2]([C:24]2[CH:25]=[CH:26][C:27]([O:28][CH2:29][C:30]3[CH:39]=[CH:38][C:37]4[C:32](=[CH:33][CH:34]=[CH:35][CH:36]=4)[N:31]=3)=[CH:40][CH:41]=2)=[C:6]([C:7]2[CH:12]=[CH:11][N:10]=[CH:9][CH:8]=2)[O:5]1. The yield is 0.740. (8) The reactants are [Cl:1][C:2]1[CH:3]=[C:4]([NH:11][C:12]2[CH:17]=[CH:16][CH:15]=[C:14](F)[N:13]=2)[C:5]2[N:6]([CH:8]=[CH:9][N:10]=2)[N:7]=1.[NH:19]1[CH2:23][CH2:22][CH2:21][CH2:20]1. The catalyst is O. The product is [Cl:1][C:2]1[CH:3]=[C:4]([NH:11][C:12]2[CH:17]=[CH:16][CH:15]=[C:14]([N:19]3[CH2:23][CH2:22][CH2:21][CH2:20]3)[N:13]=2)[C:5]2[N:6]([CH:8]=[CH:9][N:10]=2)[N:7]=1. The yield is 0.180.